This data is from Reaction yield outcomes from USPTO patents with 853,638 reactions. The task is: Predict the reaction yield, written as a fraction of the theoretical maximum amount of product (1.0 means a 100% yield; for example, 0.34 means a 34% yield). (1) The product is [F:1][C:2]1[C:11]2[N:10]=[CH:9][CH:8]=[CH:7][C:6]=2[C:5]([S:13]([Cl:12])(=[O:15])=[O:14])=[CH:4][CH:3]=1. The reactants are [F:1][C:2]1[CH:3]=[CH:4][CH:5]=[C:6]2[C:11]=1[N:10]=[CH:9][CH:8]=[CH:7]2.[Cl:12][S:13](O)(=[O:15])=[O:14]. The yield is 0.217. No catalyst specified. (2) The product is [OH:13][CH2:14][C@@H:15]1[CH2:19][CH2:18][CH2:17][N:16]1[C:2]1[NH:10][C:9]2[C:4](=[N:5][CH:6]=[CH:7][CH:8]=2)[C:3]=1[C:11]#[N:12]. No catalyst specified. The reactants are Cl[C:2]1[NH:10][C:9]2[C:4](=[N:5][CH:6]=[CH:7][CH:8]=2)[C:3]=1[C:11]#[N:12].[OH:13][CH2:14][CH:15]1[CH2:19][CH2:18][CH2:17][NH:16]1. The yield is 0.640. (3) The yield is 0.950. The product is [NH2:7][C@@H:8]([C@@H:9]([CH3:12])[CH2:10][CH3:11])[CH2:13][N:14]([C:26]1[CH:31]=[CH:30][C:29]([C:32]2[CH:33]=[CH:34][C:35]([CH2:38][O:39][CH3:40])=[CH:36][CH:37]=2)=[CH:28][CH:27]=1)[C:15]([C@@H:17]1[CH2:19][C@H:18]1[C:20]1[CH:25]=[CH:24][CH:23]=[CH:22][N:21]=1)=[O:16]. The catalyst is O1CCOCC1. The reactants are C(OC(=O)[NH:7][C@H:8]([CH2:13][N:14]([C:26]1[CH:31]=[CH:30][C:29]([C:32]2[CH:37]=[CH:36][C:35]([CH2:38][O:39][CH3:40])=[CH:34][CH:33]=2)=[CH:28][CH:27]=1)[C:15]([CH:17]1[CH2:19][CH:18]1[C:20]1[CH:25]=[CH:24][CH:23]=[CH:22][N:21]=1)=[O:16])[C@@H:9]([CH3:12])[CH2:10][CH3:11])(C)(C)C.ClCCl.Cl. (4) The reactants are [CH:1]1([CH2:6][CH:7]([C:11]2[CH:16]=[CH:15][C:14]([C:17]([F:20])([F:19])[F:18])=[CH:13][CH:12]=2)[C:8]([OH:10])=O)[CH2:5][CH2:4][CH2:3][CH2:2]1.C(Cl)(=O)C(Cl)=O.[NH2:27][C:28]1[S:29][CH:30]=[CH:31][N:32]=1.C(N(CC)C(C)C)(C)C. The catalyst is C(Cl)Cl.CN(C)C=O.O1CCCC1. The product is [CH:1]1([CH2:6][CH:7]([C:11]2[CH:16]=[CH:15][C:14]([C:17]([F:20])([F:19])[F:18])=[CH:13][CH:12]=2)[C:8]([NH:27][C:28]2[S:29][CH:30]=[CH:31][N:32]=2)=[O:10])[CH2:2][CH2:3][CH2:4][CH2:5]1. The yield is 0.533. (5) The reactants are [O:1]1[CH2:28][CH:2]1[CH2:3][O:4][C:5]1[CH:14]=[C:13]2[C:8]([C:9]([O:15][C:16]3[CH:17]=[C:18]4[C:22](=[CH:23][CH:24]=3)[NH:21][C:20]([CH3:25])=[CH:19]4)=[N:10][CH:11]=[N:12]2)=[CH:7][C:6]=1[O:26][CH3:27].[NH:29]1[CH2:33][CH2:32][CH2:31][CH2:30]1. The catalyst is CN(C=O)C. The product is [OH:1][CH:2]([CH2:28][N:29]1[CH2:33][CH2:32][CH2:31][CH2:30]1)[CH2:3][O:4][C:5]1[CH:14]=[C:13]2[C:8]([C:9]([O:15][C:16]3[CH:17]=[C:18]4[C:22](=[CH:23][CH:24]=3)[NH:21][C:20]([CH3:25])=[CH:19]4)=[N:10][CH:11]=[N:12]2)=[CH:7][C:6]=1[O:26][CH3:27]. The yield is 0.370. (6) The product is [Br:51][C:38]1[CH:39]=[C:40]([C:41]([C:43]2[CH:48]=[CH:47][CH:46]=[CH:45][C:44]=2[O:49][CH3:50])=[CH:12][O:13][CH3:14])[C:35]([NH2:34])=[N:36][CH:37]=1. The yield is 0.840. The catalyst is C1COCC1. The reactants are C[Si]([N-][Si](C)(C)C)(C)C.[K+].[Cl-].[CH3:12][O:13][CH2:14][P+](C1C=CC=CC=1)(C1C=CC=CC=1)C1C=CC=CC=1.[NH2:34][C:35]1[C:40]([C:41]([C:43]2[CH:48]=[CH:47][CH:46]=[CH:45][C:44]=2[O:49][CH3:50])=O)=[CH:39][C:38]([Br:51])=[CH:37][N:36]=1.